Dataset: Full USPTO retrosynthesis dataset with 1.9M reactions from patents (1976-2016). Task: Predict the reactants needed to synthesize the given product. (1) Given the product [C:4]([CH:6]([C:12]1([C:26]2[CH:4]=[CH:6][C:12]([CH3:13])=[C:28]([CH3:29])[CH:27]=2)[CH2:13][CH2:14][N:15]([C:18]([O:20][C:21]([CH3:23])([CH3:22])[CH3:24])=[O:19])[CH2:16][CH2:17]1)[C:7]([O:9][CH2:10][CH3:11])=[O:8])#[N:5], predict the reactants needed to synthesize it. The reactants are: [Cu]C#N.[C:4]([C:6](=[C:12]1[CH2:17][CH2:16][N:15]([C:18]([O:20][C:21]([CH3:24])([CH3:23])[CH3:22])=[O:19])[CH2:14][CH2:13]1)[C:7]([O:9][CH2:10][CH3:11])=[O:8])#[N:5].O1[CH2:29][CH2:28][CH2:27][CH2:26]1. (2) Given the product [C:44]([C:48]1[CH:67]=[CH:66][C:51]([CH2:52][N:53]([CH2:54][CH2:55][C:56]2[CH:61]=[CH:60][CH:59]=[C:58]([C:62]([F:65])([F:63])[F:64])[CH:57]=2)[C:10]([C:8]2[CH:7]=[CH:6][CH:5]=[C:4]3[C:9]=2[NH:1][CH:2]=[CH:3]3)=[O:12])=[CH:50][CH:49]=1)([CH3:47])([CH3:45])[CH3:46], predict the reactants needed to synthesize it. The reactants are: [NH:1]1[C:9]2[C:4](=[CH:5][CH:6]=[CH:7][C:8]=2[C:10]([OH:12])=O)[CH:3]=[CH:2]1.CN(C(ON1N=NC2C=CC=CC1=2)=[N+](C)C)C.[B-](F)(F)(F)F.C(N(CC)C(C)C)(C)C.[C:44]([C:48]1[CH:67]=[CH:66][C:51]([CH2:52][NH:53][CH2:54][CH2:55][C:56]2[CH:61]=[CH:60][CH:59]=[C:58]([C:62]([F:65])([F:64])[F:63])[CH:57]=2)=[CH:50][CH:49]=1)([CH3:47])([CH3:46])[CH3:45]. (3) Given the product [Cl:1][C:2]1[C:7]([N+:15]([O-:17])=[O:16])=[C:6]([Cl:8])[N:5]=[C:4]([N:9]2[CH2:10][CH2:11][O:12][CH2:13][CH2:14]2)[CH:3]=1, predict the reactants needed to synthesize it. The reactants are: [Cl:1][C:2]1[CH:7]=[C:6]([Cl:8])[N:5]=[C:4]([N:9]2[CH2:14][CH2:13][O:12][CH2:11][CH2:10]2)[CH:3]=1.[N+:15]([O-])([O-:17])=[O:16].[K+].[OH-].[Na+]. (4) Given the product [Br:23][CH2:20][C:5]1[C:6]2[O:10][C:9]([C:11]3[CH:16]=[CH:15][C:14]([O:17][CH3:18])=[CH:13][CH:12]=3)=[CH:8][C:7]=2[CH:19]=[C:3]([O:2][CH3:1])[CH:4]=1, predict the reactants needed to synthesize it. The reactants are: [CH3:1][O:2][C:3]1[CH:4]=[C:5]([CH2:20]O)[C:6]2[O:10][C:9]([C:11]3[CH:16]=[CH:15][C:14]([O:17][CH3:18])=[CH:13][CH:12]=3)=[CH:8][C:7]=2[CH:19]=1.B(Br)(Br)[Br:23]. (5) The reactants are: NC1C=CC(C2N=C(N([CH2:15][C:16]3[CH:25]=[CH:24][C:19]([C:20]([O:22]C)=O)=[CH:18][CH:17]=3)C)SC=2)=CC=1. Given the product [CH:15]1([C:16]2[CH:17]=[CH:18][C:19]([CH:20]=[O:22])=[CH:24][CH:25]=2)[CH2:24][CH2:25][CH2:16][CH2:17][CH2:18]1, predict the reactants needed to synthesize it. (6) Given the product [NH2:1][C:2]1[C:10]2[C:5](=[CH:6][CH:7]=[C:8]([C:11]([OH:13])=[O:12])[CH:9]=2)[N:4]([CH2:15][C:16]2[CH:17]=[C:18]([Cl:29])[CH:19]=[C:20]3[C:24]=2[N:23]([CH2:25][CH:26]([CH3:27])[CH3:28])[N:22]=[CH:21]3)[N:3]=1, predict the reactants needed to synthesize it. The reactants are: [NH2:1][C:2]1[C:10]2[C:5](=[CH:6][CH:7]=[C:8]([C:11]([O:13]C)=[O:12])[CH:9]=2)[N:4]([CH2:15][C:16]2[CH:17]=[C:18]([Cl:29])[CH:19]=[C:20]3[C:24]=2[N:23]([CH2:25][CH:26]([CH3:28])[CH3:27])[N:22]=[CH:21]3)[N:3]=1.[OH-].[Li+].O.CO.